This data is from Forward reaction prediction with 1.9M reactions from USPTO patents (1976-2016). The task is: Predict the product of the given reaction. (1) Given the reactants [C:1]([Si:5]([O:8][C:9]1[CH:14]=[C:13]([CH3:15])[C:12](B2OC(C)(C)C(C)(C)O2)=[C:11]([CH3:25])[CH:10]=1)([CH3:7])[CH3:6])([CH3:4])([CH3:3])[CH3:2].Br[C:27]1[C:28]([CH3:43])=[C:29]([CH:40]=[CH:41][CH:42]=1)[CH2:30][O:31][C:32]1[CH:39]=[CH:38][C:35]([CH:36]=[O:37])=[CH:34][N:33]=1.C1(P(C2CCCCC2)C2C=CC=CC=2C2C(OC)=CC=CC=2OC)CCCCC1.P([O-])([O-])([O-])=O.[K+].[K+].[K+], predict the reaction product. The product is: [Si:5]([O:8][C:9]1[CH:10]=[C:11]([CH3:25])[C:12]([C:27]2[CH:42]=[CH:41][CH:40]=[C:29]([CH2:30][O:31][C:32]3[CH:39]=[CH:38][C:35]([CH:36]=[O:37])=[CH:34][N:33]=3)[C:28]=2[CH3:43])=[C:13]([CH3:15])[CH:14]=1)([C:1]([CH3:2])([CH3:3])[CH3:4])([CH3:6])[CH3:7]. (2) Given the reactants [NH2:1][C:2]1[CH:6]=[CH:5][NH:4][C:3]=1[C:7]([O:9][CH2:10][CH3:11])=[O:8].[F:12][CH:13]([F:32])[O:14][C:15]1[CH:16]=[CH:17][C:18]2[N:22]=[C:21]([S:23][C:24]3[O:28][C:27]([CH:29]=O)=[CH:26][CH:25]=3)[NH:20][C:19]=2[CH:31]=1.[C:33]1(=O)[CH2:38][CH2:37][CH2:36][C:35](=[O:39])[CH2:34]1, predict the reaction product. The product is: [CH2:10]([O:9][C:7]([C:3]1[NH:4][CH:5]=[C:6]2[CH:29]([C:27]3[O:28][C:24]([S:23][C:21]4[NH:22][C:18]5[CH:17]=[CH:16][C:15]([O:14][CH:13]([F:12])[F:32])=[CH:31][C:19]=5[N:20]=4)=[CH:25][CH:26]=3)[C:34]3[C:35](=[O:39])[CH2:36][CH2:37][CH2:38][C:33]=3[NH:1][C:2]=12)=[O:8])[CH3:11].